From a dataset of Full USPTO retrosynthesis dataset with 1.9M reactions from patents (1976-2016). Predict the reactants needed to synthesize the given product. (1) The reactants are: [CH2:1]([N:5]1[C:9]2[CH:10]=[C:11]([C:14]3[NH:18][N:17]=[C:16]([O:19][CH3:20])[CH:15]=3)[CH:12]=[CH:13][C:8]=2[N:7]=[CH:6]1)[CH:2]([CH3:4])[CH3:3].[CH:21]1(CN2C3C=C(C4NN=C(O)C=4)C=CC=3N=C2)[CH2:26]CCC[CH2:22]1. Given the product [CH:2]1([CH2:1][N:5]2[C:9]3[CH:10]=[C:11]([C:14]4[NH:18][N:17]=[C:16]([O:19][CH3:20])[CH:15]=4)[CH:12]=[CH:13][C:8]=3[N:7]=[CH:6]2)[CH2:4][CH2:26][CH2:21][CH2:22][CH2:3]1, predict the reactants needed to synthesize it. (2) The reactants are: COC1C=CC(C[N:8]2[C:12]3=[N:13][CH:14]=[C:15]([C:17]4[CH:22]=[CH:21][CH:20]=[C:19]([CH2:23][N:24]5[CH2:29][CH2:28][N:27]([CH3:30])[CH2:26][CH2:25]5)[CH:18]=4)[CH:16]=[C:11]3[C:10]([CH3:31])=[N:9]2)=CC=1.FC(F)(F)C(O)=O. Given the product [CH3:31][C:10]1[C:11]2[C:12](=[N:13][CH:14]=[C:15]([C:17]3[CH:22]=[CH:21][CH:20]=[C:19]([CH2:23][N:24]4[CH2:29][CH2:28][N:27]([CH3:30])[CH2:26][CH2:25]4)[CH:18]=3)[CH:16]=2)[NH:8][N:9]=1, predict the reactants needed to synthesize it.